Regression. Given a peptide amino acid sequence and an MHC pseudo amino acid sequence, predict their binding affinity value. This is MHC class II binding data. From a dataset of Peptide-MHC class II binding affinity with 134,281 pairs from IEDB. (1) The peptide sequence is IAFFRKEPLKECGGI. The MHC is DRB1_0701 with pseudo-sequence DRB1_0701. The binding affinity (normalized) is 0.332. (2) The peptide sequence is SVDSLEHEMWRSRAD. The MHC is HLA-DQA10303-DQB10402 with pseudo-sequence HLA-DQA10303-DQB10402. The binding affinity (normalized) is 0.292. (3) The peptide sequence is ILRQLLTGGVKKGRPSLKLQ. The MHC is HLA-DPA10201-DPB10101 with pseudo-sequence HLA-DPA10201-DPB10101. The binding affinity (normalized) is 0.362. (4) The peptide sequence is QSKLSRNFTKGVKKI. The MHC is DRB1_0405 with pseudo-sequence DRB1_0405. The binding affinity (normalized) is 0.349.